Dataset: Full USPTO retrosynthesis dataset with 1.9M reactions from patents (1976-2016). Task: Predict the reactants needed to synthesize the given product. Given the product [N+:12]([C:15]1[CH:22]=[CH:21][C:18]([CH2:19][CH:6]([C:5](=[O:11])[CH2:4][CH3:3])[C:7](=[O:10])[CH2:8][CH3:9])=[CH:17][CH:16]=1)([O-:14])=[O:13], predict the reactants needed to synthesize it. The reactants are: [H-].[Li+].[CH3:3][CH2:4][C:5](=[O:11])[CH2:6][C:7](=[O:10])[CH2:8][CH3:9].[N+:12]([C:15]1[CH:22]=[CH:21][C:18]([CH2:19]Br)=[CH:17][CH:16]=1)([O-:14])=[O:13].